Dataset: Reaction yield outcomes from USPTO patents with 853,638 reactions. Task: Predict the reaction yield, written as a fraction of the theoretical maximum amount of product (1.0 means a 100% yield; for example, 0.34 means a 34% yield). (1) The reactants are [F:1][C:2]1[CH:7]=[CH:6][C:5]([C:8]2[N:13]=[N:12][C:11]([N:14]3[CH2:19][CH2:18][CH:17]([NH:20][CH3:21])[CH2:16][CH2:15]3)=[C:10]([CH3:22])[C:9]=2[CH3:23])=[CH:4][CH:3]=1.[C:24]([O:28][C:29]([N:31]1[CH2:36][CH2:35][CH2:34][CH2:33][C@H:32]1[C:37]([OH:39])=O)=[O:30])([CH3:27])([CH3:26])[CH3:25].C(N(CC)CC)C.CCN=C=NCCCN(C)C.C([O-])(O)=O.[Na+]. The catalyst is C(Cl)Cl.O. The product is [F:1][C:2]1[CH:7]=[CH:6][C:5]([C:8]2[N:13]=[N:12][C:11]([N:14]3[CH2:19][CH2:18][CH:17]([N:20]([CH3:21])[C:37]([C@@H:32]4[CH2:33][CH2:34][CH2:35][CH2:36][N:31]4[C:29]([O:28][C:24]([CH3:25])([CH3:26])[CH3:27])=[O:30])=[O:39])[CH2:16][CH2:15]3)=[C:10]([CH3:22])[C:9]=2[CH3:23])=[CH:4][CH:3]=1. The yield is 0.490. (2) The reactants are [CH2:1]([C:3]1[NH:4][C:5](=[O:27])[C:6]([CH2:12][C:13]2[CH:18]=[CH:17][C:16]([C:19]3[C:20]([C:25]#[N:26])=[CH:21][CH:22]=[CH:23][CH:24]=3)=[CH:15][CH:14]=2)=[C:7]([CH2:9][CH2:10][CH3:11])[N:8]=1)[CH3:2].[CH:28]([O:31][C:32]1[CH:37]=[CH:36][C:35](B(O)O)=[CH:34][CH:33]=1)([CH3:30])[CH3:29].C(N(CC)CC)C.N1C=CC=CC=1. The catalyst is ClCCl.C(OCC)(=O)C.C([O-])(=O)C.[Cu+2].C([O-])(=O)C. The product is [CH2:1]([C:3]1[N:4]([C:35]2[CH:36]=[CH:37][C:32]([O:31][CH:28]([CH3:30])[CH3:29])=[CH:33][CH:34]=2)[C:5](=[O:27])[C:6]([CH2:12][C:13]2[CH:18]=[CH:17][C:16]([C:19]3[C:20]([C:25]#[N:26])=[CH:21][CH:22]=[CH:23][CH:24]=3)=[CH:15][CH:14]=2)=[C:7]([CH2:9][CH2:10][CH3:11])[N:8]=1)[CH3:2]. The yield is 0.770. (3) The product is [Cl:11][C:9]1[CH:8]=[CH:7][C:3]([C:4]([NH2:6])=[O:5])=[C:2]([NH:16][CH2:15][CH2:14][O:13][CH3:12])[N:10]=1. The reactants are Cl[C:2]1[N:10]=[C:9]([Cl:11])[CH:8]=[CH:7][C:3]=1[C:4]([NH2:6])=[O:5].[CH3:12][O:13][CH2:14][CH2:15][NH2:16]. The yield is 0.640. The catalyst is CN(C)C=O. (4) The reactants are [NH2:1][C:2]1[CH:11]=[C:10]2[C:5]([CH2:6][CH2:7][N:8]([C:12](=[O:17])[C:13]([F:16])([F:15])[F:14])[CH2:9]2)=[C:4]([C:18]2[CH:23]=[CH:22][CH:21]=[CH:20][C:19]=2[Cl:24])[CH:3]=1.[C:25](Cl)(=[O:30])[CH2:26][CH2:27][CH2:28][CH3:29].C(N(CC)CC)C. The catalyst is CC(N(C)C)=O. The product is [Cl:24][C:19]1[CH:20]=[CH:21][CH:22]=[CH:23][C:18]=1[C:4]1[CH:3]=[C:2]([NH:1][C:25](=[O:30])[CH2:26][CH2:27][CH2:28][CH3:29])[CH:11]=[C:10]2[C:5]=1[CH2:6][CH2:7][N:8]([C:12](=[O:17])[C:13]([F:16])([F:14])[F:15])[CH2:9]2. The yield is 0.131. (5) The reactants are C([O:3][C:4](=O)[NH:5][CH:6]=[C:7]([C:18]#[N:19])[C:8]1[CH:13]=[CH:12][C:11]([O:14][CH3:15])=[C:10]([O:16][CH3:17])[CH:9]=1)C.S(=O)(=O)(O)O. The catalyst is C1(OC2C=CC=CC=2)C=CC=CC=1.C(OCC)C. The product is [CH3:17][O:16][C:10]1[CH:9]=[C:8]2[C:13](=[CH:12][C:11]=1[O:14][CH3:15])[C:4](=[O:3])[NH:5][CH:6]=[C:7]2[C:18]#[N:19]. The yield is 0.520. (6) The reactants are O1CCCCC1[O:7][CH2:8][CH2:9][O:10][CH:11]1[CH2:16][CH2:15][N:14]([C:17]2[C:26]3[C:21](=[CH:22][CH:23]=[C:24]([C:27]([NH2:29])=[O:28])[CH:25]=3)[CH:20]=[N:19][CH:18]=2)[CH2:13][CH2:12]1.O.C1(C)C=CC(S(O)(=O)=O)=CC=1.C(N(CC)CC)C. The yield is 0.610. The product is [OH:7][CH2:8][CH2:9][O:10][CH:11]1[CH2:16][CH2:15][N:14]([C:17]2[C:26]3[C:21](=[CH:22][CH:23]=[C:24]([C:27]([NH2:29])=[O:28])[CH:25]=3)[CH:20]=[N:19][CH:18]=2)[CH2:13][CH2:12]1. The catalyst is CO.O. (7) The reactants are [CH3:1][C:2]1[CH:7]=[CH:6][C:5]([C:8](=O)[CH2:9][C:10](=O)[CH2:11][CH3:12])=[CH:4][CH:3]=1.[NH:15]([C:17]1[CH:18]=[C:19]([CH:22]=[CH:23][N:24]=1)[C:20]#[N:21])[NH2:16].CC(O)=O. The catalyst is CCO. The product is [CH2:11]([C:10]1[CH:9]=[C:8]([C:5]2[CH:6]=[CH:7][C:2]([CH3:1])=[CH:3][CH:4]=2)[N:15]([C:17]2[CH:18]=[C:19]([C:20]#[N:21])[CH:22]=[CH:23][N:24]=2)[N:16]=1)[CH3:12]. The yield is 0.770.